Dataset: Forward reaction prediction with 1.9M reactions from USPTO patents (1976-2016). Task: Predict the product of the given reaction. (1) Given the reactants [Cl:1][C:2]1[CH:3]=[C:4]([CH:8]([O:19][CH2:20][CH2:21][NH:22][C:23]([O:25][CH3:26])=[O:24])[C:9]2[CH:10]=[C:11]([CH:16]=[CH:17][CH:18]=2)[C:12]([O:14]C)=[O:13])[CH:5]=[CH:6][CH:7]=1.[Li+].[OH-].O.Cl, predict the reaction product. The product is: [Cl:1][C:2]1[CH:3]=[C:4]([CH:8]([O:19][CH2:20][CH2:21][NH:22][C:23]([O:25][CH3:26])=[O:24])[C:9]2[CH:10]=[C:11]([CH:16]=[CH:17][CH:18]=2)[C:12]([OH:14])=[O:13])[CH:5]=[CH:6][CH:7]=1. (2) Given the reactants C1COCC1.[N:6]([CH2:9][C:10]1[CH:15]=[C:14]([Br:16])[CH:13]=[CH:12][C:11]=1[Cl:17])=[N+]=[N-].C1(P(C2C=CC=CC=2)C2C=CC=CC=2)C=CC=CC=1, predict the reaction product. The product is: [ClH:17].[Br:16][C:14]1[CH:13]=[CH:12][C:11]([Cl:17])=[C:10]([CH2:9][NH2:6])[CH:15]=1. (3) Given the reactants NC[CH2:3][CH:4]([OH:6])[CH3:5].[CH2:7]([N:9](CC)CC)C.Br[CH2:15][CH2:16][C:17]([O:19][C:20]([CH3:23])([CH3:22])[CH3:21])=[O:18], predict the reaction product. The product is: [C:20]([O:19][C:17](=[O:18])[CH2:16][CH2:15][NH:9][CH2:7][C:4]([OH:6])([CH3:3])[CH3:5])([CH3:23])([CH3:22])[CH3:21]. (4) Given the reactants [Br-].ClC1C=C[C:6]([C:9](=O)[CH2:10][N+:11]2[CH:16]=[CH:15][C:14](C(C)C)=[CH:13][CH:12]=2)=CC=1.CC(C)(CC#CC(=O)C(C)(C)C)C(OCC)=O, predict the reaction product. The product is: [CH2:6]1[C:12]2[N:11]([CH2:16][CH:15]=[CH:14][CH:13]=2)[CH2:10][CH2:9]1.